Dataset: Full USPTO retrosynthesis dataset with 1.9M reactions from patents (1976-2016). Task: Predict the reactants needed to synthesize the given product. Given the product [C:1]([O:5][C:6](=[O:30])[N:7]([CH:9]([CH3:29])[C:10]([NH:12][C:13]1[CH:18]=[CH:17][C:16]([C:19]2[C:20]([CH3:26])=[CH:21][N:22]=[CH:23][C:24]=2[CH3:25])=[C:15]([C:27]#[C:28][C:32]2[CH:33]=[C:34]3[C:39](=[CH:40][CH:41]=2)[N:38]=[CH:37][CH:36]=[CH:35]3)[N:14]=1)=[O:11])[CH3:8])([CH3:4])([CH3:3])[CH3:2], predict the reactants needed to synthesize it. The reactants are: [C:1]([O:5][C:6](=[O:30])[N:7]([CH:9]([CH3:29])[C:10]([NH:12][C:13]1[CH:18]=[CH:17][C:16]([C:19]2[C:24]([CH3:25])=[CH:23][N:22]=[CH:21][C:20]=2[CH3:26])=[C:15]([C:27]#[CH:28])[N:14]=1)=[O:11])[CH3:8])([CH3:4])([CH3:3])[CH3:2].I[C:32]1[CH:33]=[C:34]2[C:39](=[CH:40][CH:41]=1)[N:38]=[CH:37][CH:36]=[CH:35]2.C(N(CC)CC)C.